This data is from Forward reaction prediction with 1.9M reactions from USPTO patents (1976-2016). The task is: Predict the product of the given reaction. (1) Given the reactants F[C@H]1[C@H](O)CCN(C(OC(C)(C)C)=O)C1.[F:16][C@H:17]1[C@@H:22]([O:23][S:24]([C:27]([F:30])([F:29])[F:28])(=[O:26])=[O:25])[CH2:21][CH2:20][N:19]([C:31]([O:33][C:34]([CH3:37])([CH3:36])[CH3:35])=[O:32])[CH2:18]1, predict the reaction product. The product is: [F:16][C@H:17]1[C@H:22]([O:23][S:24]([C:27]([F:30])([F:29])[F:28])(=[O:25])=[O:26])[CH2:21][CH2:20][N:19]([C:31]([O:33][C:34]([CH3:37])([CH3:36])[CH3:35])=[O:32])[CH2:18]1. (2) The product is: [Cl:1][C:2]1[CH:7]=[CH:6][C:5]([N:8]2[CH:12]=[C:11]([CH:13]3[CH2:18][C:17]([CH3:20])([CH3:19])[O:16][C:15]([CH3:22])([CH3:21])[CH2:14]3)[N:10]=[C:9]2[C:23]2[C:24](=[O:29])[NH:25][CH:26]=[CH:27][CH:28]=2)=[CH:4][CH:3]=1. Given the reactants [Cl:1][C:2]1[CH:7]=[CH:6][C:5]([N:8]2[CH:12]=[C:11]([CH:13]3[CH2:18][C:17]([CH3:20])([CH3:19])[O:16][C:15]([CH3:22])([CH3:21])[CH2:14]3)[N:10]=[C:9]2[C:23]2[C:24]([O:29]C)=[N:25][CH:26]=[CH:27][CH:28]=2)=[CH:4][CH:3]=1.Br, predict the reaction product.